This data is from Full USPTO retrosynthesis dataset with 1.9M reactions from patents (1976-2016). The task is: Predict the reactants needed to synthesize the given product. (1) Given the product [F:27][C:23]1[C:22]([CH3:28])=[C:21]([CH:26]=[CH:25][CH:24]=1)[CH2:20][C:10]1[C:11]([C:14]2[CH:15]=[CH:16][CH:17]=[CH:18][CH:19]=2)=[C:12]2[N:8]([C:9]=1[C:29]([OH:32])=[O:30])[CH:7]=[CH:6][C:5]([C:3]([O:2][CH3:1])=[O:4])=[CH:13]2, predict the reactants needed to synthesize it. The reactants are: [CH3:1][O:2][C:3]([C:5]1[CH:6]=[CH:7][N:8]2[C:12]([CH:13]=1)=[C:11]([C:14]1[CH:19]=[CH:18][CH:17]=[CH:16][CH:15]=1)[C:10]([CH2:20][C:21]1[CH:26]=[CH:25][CH:24]=[C:23]([F:27])[C:22]=1[CH3:28])=[C:9]2[CH:29]=[O:30])=[O:4].P([O-])(O)(O)=[O:32].[Na+].CC(=CC)C.C1COCC1.Cl([O-])=O.[Na+]. (2) Given the product [CH:5]1[CH:10]=[CH:9][C:8]([C:14]([OH:16])=[O:15])=[C:7]([C:17]2[C:18]3[CH:23]=[CH:22][C:21]([OH:24])=[CH:20][C:19]=3[O:25][C:26]3[C:27]=2[CH:28]=[CH:29][C:30]([CH:31]=3)=[O:32])[CH:6]=1, predict the reactants needed to synthesize it. The reactants are: C(=O)([O-])[O-].[CH:5]1[C:10](N=C=S)=[CH:9][C:8]2[C:14]([O:16][C:17]3([C:27]4[CH:28]=[CH:29][C:30]([OH:32])=[CH:31][C:26]=4[O:25][C:19]4[CH:20]=[C:21]([OH:24])[CH:22]=[CH:23][C:18]3=4)[C:7]=2[CH:6]=1)=[O:15]. (3) The reactants are: [N:1]1([S:7]([C:10]2[CH:15]=[CH:14][C:13](B(O)O)=[CH:12][CH:11]=2)(=[O:9])=[O:8])[CH2:6][CH2:5][CH2:4][CH2:3][CH2:2]1.[C:19](=O)([O-])[O-].[K+].[K+].Br[C:26]1[C:30]([CH3:31])=[CH:29][S:28][C:27]=1[C:32]([O:34][CH3:35])=[O:33]. Given the product [CH3:31][C:30]1[C:26]([C:13]2[CH:14]=[CH:15][C:10]([S:7]([N:1]3[CH2:6][CH2:5][CH2:4][CH2:3][CH2:2]3)(=[O:9])=[O:8])=[CH:11][CH:12]=2)=[C:27]([C:32]([O:34][CH2:35][CH3:19])=[O:33])[S:28][CH:29]=1, predict the reactants needed to synthesize it. (4) Given the product [Cl:33][C:15]1[C:8]2[C:9](=[N:10][CH:11]=[CH:12][C:7]=2[O:6][C:5]2[CH:4]=[CH:3][C:2]([Cl:1])=[CH:25][CH:24]=2)[N:13]([CH2:16][O:17][CH2:18][CH2:19][Si:20]([CH3:21])([CH3:22])[CH3:23])[CH:14]=1, predict the reactants needed to synthesize it. The reactants are: [Cl:1][C:2]1[CH:25]=[CH:24][C:5]([O:6][C:7]2[CH:12]=[CH:11][N:10]=[C:9]3[N:13]([CH2:16][O:17][CH2:18][CH2:19][Si:20]([CH3:23])([CH3:22])[CH3:21])[CH:14]=[CH:15][C:8]=23)=[CH:4][CH:3]=1.C1C(=O)N([Cl:33])C(=O)C1. (5) Given the product [Br:28][C:9]1[CH:10]=[N:11][C:12]2[C:17]([CH:18]=1)=[C:16]([O:19][CH3:20])[CH:15]=[CH:14][CH:13]=2, predict the reactants needed to synthesize it. The reactants are: C(OC(N[C:9]1[CH:10]=[N:11][C:12]2[C:17]([CH:18]=1)=[C:16]([O:19][CH3:20])[CH:15]=[CH:14][CH:13]=2)=O)(C)(C)C.N([O-])=O.[Na+].C(Cl)Cl.[BrH:28].